Dataset: Forward reaction prediction with 1.9M reactions from USPTO patents (1976-2016). Task: Predict the product of the given reaction. (1) The product is: [CH3:25][N:26]([CH3:27])[C:29]([NH:1][C:2]1[S:3][C:4]2[C:10](=[O:11])[CH2:9][CH:8]([CH3:12])[CH2:7][C:5]=2[N:6]=1)=[O:30]. Given the reactants [NH2:1][C:2]1[S:3][C:4]2[C:10](=[O:11])[CH2:9][CH:8]([CH3:12])[CH2:7][C:5]=2[N:6]=1.C1CCN2C(=NCCC2)CC1.C1N=[CH:27][N:26]([C:29](N2C=NC=C2)=[O:30])[CH:25]=1.CNC, predict the reaction product. (2) The product is: [OH:8][C:6]1[CH:7]=[C:2]([NH:1][S:52]([NH2:53])(=[O:55])=[O:54])[CH:3]=[C:4]([C:9]2[C:17]3[C:16]([NH:18][C@H:19]([C:21]4[N:26]([C:27]5[CH:32]=[CH:31][CH:30]=[CH:29][CH:28]=5)[C:25](=[O:33])[C:24]5=[C:34]([CH3:37])[CH:35]=[CH:36][N:23]5[N:22]=4)[CH3:20])=[N:15][CH:14]=[N:13][C:12]=3[N:11]([CH2:38][O:39][CH2:40][CH2:41][Si:42]([CH3:43])([CH3:45])[CH3:44])[CH:10]=2)[CH:5]=1. Given the reactants [NH2:1][C:2]1[CH:3]=[C:4]([C:9]2[C:17]3[C:16]([NH:18][C@H:19]([C:21]4[N:26]([C:27]5[CH:32]=[CH:31][CH:30]=[CH:29][CH:28]=5)[C:25](=[O:33])[C:24]5=[C:34]([CH3:37])[CH:35]=[CH:36][N:23]5[N:22]=4)[CH3:20])=[N:15][CH:14]=[N:13][C:12]=3[N:11]([CH2:38][O:39][CH2:40][CH2:41][Si:42]([CH3:45])([CH3:44])[CH3:43])[CH:10]=2)[CH:5]=[C:6]([OH:8])[CH:7]=1.N1C=CC=CC=1.[S:52](Cl)(=[O:55])(=[O:54])[NH2:53].O, predict the reaction product. (3) Given the reactants [Br:1][C:2]1[C:3]([N:19]2[CH2:24][CH2:23][CH2:22][C@@H:21]([NH:25]C(=O)OC(C)(C)C)[CH2:20]2)=[C:4]2[C:10]([NH:11][C:12]([C@@H:14]3[CH2:18][CH2:17][CH2:16][O:15]3)=[O:13])=[CH:9][NH:8][C:5]2=[N:6][CH:7]=1.[ClH:33], predict the reaction product. The product is: [ClH:33].[NH2:25][C@@H:21]1[CH2:22][CH2:23][CH2:24][N:19]([C:3]2[C:2]([Br:1])=[CH:7][N:6]=[C:5]3[NH:8][CH:9]=[C:10]([NH:11][C:12]([C@@H:14]4[CH2:18][CH2:17][CH2:16][O:15]4)=[O:13])[C:4]=23)[CH2:20]1. (4) Given the reactants [C:1]([O:5][C:6](=[O:14])[C:7]1[CH:12]=[CH:11][C:10](I)=[CH:9][CH:8]=1)([CH3:4])([CH3:3])[CH3:2].C([Mg]Cl)(C)C.C([Cu])#N.[Li+].[Cl-].[CH3:25][O:26][C:27](=[O:40])[CH:28](I)[CH2:29][CH2:30][CH2:31][CH2:32][CH2:33][CH2:34][CH2:35][CH2:36][CH2:37][CH3:38], predict the reaction product. The product is: [C:1]([O:5][C:6](=[O:14])[C:7]1[CH:12]=[CH:11][C:10]([CH2:38][CH2:37][CH2:36][CH2:35][CH2:34][CH2:33][CH2:32][CH2:31][CH2:30][CH2:29][CH2:28][C:27]([O:26][CH3:25])=[O:40])=[CH:9][CH:8]=1)([CH3:4])([CH3:3])[CH3:2]. (5) Given the reactants [OH:1][C:2]1([CH3:19])[CH2:7][CH2:6][N:5]([CH2:8][C:9]([O:11]CC2C=CC=CC=2)=[O:10])[CH2:4][CH2:3]1, predict the reaction product. The product is: [OH:1][C:2]1([CH3:19])[CH2:3][CH2:4][N:5]([CH2:8][C:9]([OH:11])=[O:10])[CH2:6][CH2:7]1. (6) Given the reactants [F:1][C:2]1[CH:21]=[CH:20][C:5]([CH2:6][N:7]2[C:15](=[O:16])[C:14]3[C:9](=[CH:10][CH:11]=[CH:12][CH:13]=3)[CH:8]2[C:17]([OH:19])=O)=[C:4]([O:22][CH3:23])[CH:3]=1.CN(C)C=O.[CH3:29][C:30]1[CH:36]=[CH:35][CH:34]=[C:33]([CH3:37])[C:31]=1[NH2:32], predict the reaction product. The product is: [CH3:29][C:30]1[CH:36]=[CH:35][CH:34]=[C:33]([CH3:37])[C:31]=1[NH:32][C:17]([CH:8]1[C:9]2[C:14](=[CH:13][CH:12]=[CH:11][CH:10]=2)[C:15](=[O:16])[N:7]1[CH2:6][C:5]1[CH:20]=[CH:21][C:2]([F:1])=[CH:3][C:4]=1[O:22][CH3:23])=[O:19]. (7) Given the reactants Br[C:2]1[CH:3]=[CH:4][C:5]2[NH:11][C:10]3[N:12]=[C:13]([C:16]([F:19])([F:18])[F:17])[CH:14]=[CH:15][C:9]=3[CH2:8][N:7]([S:20]([C:23]3[CH:28]=[CH:27][C:26]([C:29]([CH3:32])([CH3:31])[CH3:30])=[CH:25][CH:24]=3)(=[O:22])=[O:21])[C:6]=2[CH:33]=1.[CH3:34][N:35]1[CH:39]=[C:38](B2OC(C)(C)C(C)(C)O2)[CH:37]=[N:36]1.C(=O)([O-])[O-].[K+].[K+].CS(C)=O, predict the reaction product. The product is: [C:29]([C:26]1[CH:25]=[CH:24][C:23]([S:20]([N:7]2[C:6]3[CH:33]=[C:2]([C:38]4[CH:37]=[N:36][N:35]([CH3:34])[CH:39]=4)[CH:3]=[CH:4][C:5]=3[NH:11][C:10]3[N:12]=[C:13]([C:16]([F:19])([F:17])[F:18])[CH:14]=[CH:15][C:9]=3[CH2:8]2)(=[O:22])=[O:21])=[CH:28][CH:27]=1)([CH3:30])([CH3:32])[CH3:31].